This data is from Forward reaction prediction with 1.9M reactions from USPTO patents (1976-2016). The task is: Predict the product of the given reaction. Given the reactants [Cl:1][C:2]1[CH:3]=[C:4]([NH:9][C:10]2[C:19]3[C:14](=[CH:15][C:16]([C:32]#[C:33]C4CCOC4)=[C:17]([NH:20][C:21]([CH2:23][P:24](=[O:31])([O:28][CH2:29][CH3:30])[O:25][CH2:26][CH3:27])=[O:22])[CH:18]=3)[N:13]=[CH:12][N:11]=2)[CH:5]=[CH:6][C:7]=1[F:8].ClC1C=C(NC2C3C(=CC(C#C[C@@H:61]4[CH2:65][CH2:64][CH2:63][O:62]4)=C(N)C=3)N=CN=2)C=CC=1F, predict the reaction product. The product is: [Cl:1][C:2]1[CH:3]=[C:4]([NH:9][C:10]2[C:19]3[C:14](=[CH:15][C:16]([C:32]#[C:33][C@@H:61]4[CH2:65][CH2:64][CH2:63][O:62]4)=[C:17]([NH:20][C:21]([CH2:23][P:24](=[O:31])([O:25][CH2:26][CH3:27])[O:28][CH2:29][CH3:30])=[O:22])[CH:18]=3)[N:13]=[CH:12][N:11]=2)[CH:5]=[CH:6][C:7]=1[F:8].